This data is from Forward reaction prediction with 1.9M reactions from USPTO patents (1976-2016). The task is: Predict the product of the given reaction. (1) The product is: [C:34]([Si:21]([C:28]1[CH:33]=[CH:32][CH:31]=[CH:30][CH:29]=1)([C:22]1[CH:27]=[CH:26][CH:25]=[CH:24][CH:23]=1)[O:20][CH2:19][CH2:18][C:6]1[C:7]2[C:12]([Cl:13])=[N:11][C:10]([NH:14][C:15](=[O:17])[CH3:16])=[N:9][C:8]=2[NH:4][CH:5]=1)([CH3:35])([CH3:36])[CH3:37]. Given the reactants C([N:4]1[C:8]2[N:9]=[C:10]([NH:14][C:15](=[O:17])[CH3:16])[N:11]=[C:12]([Cl:13])[C:7]=2[C:6]([CH2:18][CH2:19][O:20][Si:21]([C:34]([CH3:37])([CH3:36])[CH3:35])([C:28]2[CH:33]=[CH:32][CH:31]=[CH:30][CH:29]=2)[C:22]2[CH:27]=[CH:26][CH:25]=[CH:24][CH:23]=2)=[CH:5]1)(=O)C.C([O-])([O-])=O.[K+].[K+], predict the reaction product. (2) Given the reactants CN(C)/[CH:3]=[CH:4]/[C:5]([C:7]1[C:12](=[O:13])[CH:11]=[CH:10][N:9]([C:14]2[CH:19]=[CH:18][C:17]([O:20][CH2:21][C:22]([F:25])([F:24])[F:23])=[CH:16][CH:15]=2)[N:8]=1)=O.[C:27]1([NH:33][NH2:34])[CH:32]=[CH:31][CH:30]=[CH:29][CH:28]=1, predict the reaction product. The product is: [C:27]1([N:33]2[C:5]([C:7]3[C:12](=[O:13])[CH:11]=[CH:10][N:9]([C:14]4[CH:19]=[CH:18][C:17]([O:20][CH2:21][C:22]([F:24])([F:23])[F:25])=[CH:16][CH:15]=4)[N:8]=3)=[CH:4][CH:3]=[N:34]2)[CH:32]=[CH:31][CH:30]=[CH:29][CH:28]=1. (3) Given the reactants [CH:1]1([N:4]([C@@H:20]([C:22]2[CH:30]=[C:29]3[C:25]([C:26]([CH3:36])=[N:27][N:28]3[CH2:31][CH2:32][CH2:33][O:34][CH3:35])=[CH:24][CH:23]=2)[CH3:21])[C:5]([C@@H:7]2[O:12][CH2:11][CH2:10][N:9](C(OC(C)(C)C)=O)[CH2:8]2)=[O:6])[CH2:3][CH2:2]1.[ClH:37].O1CCOCC1, predict the reaction product. The product is: [ClH:37].[CH:1]1([N:4]([C@@H:20]([C:22]2[CH:30]=[C:29]3[C:25]([C:26]([CH3:36])=[N:27][N:28]3[CH2:31][CH2:32][CH2:33][O:34][CH3:35])=[CH:24][CH:23]=2)[CH3:21])[C:5]([C@@H:7]2[O:12][CH2:11][CH2:10][NH:9][CH2:8]2)=[O:6])[CH2:3][CH2:2]1. (4) Given the reactants [CH2:1]([C:3]1([CH2:11][CH3:12])[CH2:7][CH:6]([CH2:8][I:9])[O:5][C:4]1=[O:10])[CH3:2].[CH2:13](C1(C(O)=O)CCCCC1)C=C.C(C(CC)(CC=C)C(O)=O)C, predict the reaction product. The product is: [I:9][CH2:8][CH:6]1[CH2:7][C:3]2([CH2:1][CH2:2][CH2:13][CH2:12][CH2:11]2)[C:4](=[O:10])[O:5]1. (5) Given the reactants [F:1][C:2]1[CH:10]=[CH:9][C:8]([C:11]2[CH:16]=[CH:15][CH:14]=[C:13]([F:17])[CH:12]=2)=[CH:7][C:3]=1[C:4]([OH:6])=O.O=S(Cl)Cl.[NH2:22][C:23]1[C:24]([F:32])=[C:25]([OH:31])[CH:26]=[C:27]([CH3:30])[C:28]=1[F:29].O, predict the reaction product. The product is: [F:32][C:24]1[C:25]([OH:31])=[CH:26][C:27]([CH3:30])=[C:28]([F:29])[C:23]=1[NH:22][C:4](=[O:6])[C:3]1[CH:7]=[C:8]([C:11]2[CH:16]=[CH:15][CH:14]=[C:13]([F:17])[CH:12]=2)[CH:9]=[CH:10][C:2]=1[F:1]. (6) Given the reactants [C:1]([O:5][C:6]([N:8]1[C:17]2[C:12](=[CH:13][CH:14]=[C:15]([CH2:18][CH2:19][O:20][C:21]3[CH:22]=[C:23]4[C:27](=[CH:28][CH:29]=3)[NH:26][CH:25]=[CH:24]4)[N:16]=2)[CH2:11][CH2:10][CH2:9]1)=[O:7])([CH3:4])([CH3:3])[CH3:2].[CH2:30]([O:32][C:33](=[O:49])[CH:34]=[C:35]([C:37]1[CH:42]=[CH:41][C:40]([C:43]2[CH:48]=[CH:47][CH:46]=[CH:45][CH:44]=2)=[CH:39][CH:38]=1)Cl)[CH3:31], predict the reaction product. The product is: [C:1]([O:5][C:6]([N:8]1[C:17]2[C:12](=[CH:13][CH:14]=[C:15]([CH2:18][CH2:19][O:20][C:21]3[CH:22]=[C:23]4[C:27](=[CH:28][CH:29]=3)[N:26]([C:35]([C:37]3[CH:38]=[CH:39][C:40]([C:43]5[CH:48]=[CH:47][CH:46]=[CH:45][CH:44]=5)=[CH:41][CH:42]=3)=[CH:34][C:33]([O:32][CH2:30][CH3:31])=[O:49])[CH:25]=[CH:24]4)[N:16]=2)[CH2:11][CH2:10][CH2:9]1)=[O:7])([CH3:4])([CH3:2])[CH3:3]. (7) Given the reactants [CH2:1]([O:8][C:9](=[O:22])[CH2:10][C@@H:11]([NH:14][C:15]([O:17][C:18]([CH3:21])([CH3:20])[CH3:19])=[O:16])[CH2:12]I)[C:2]1[CH:7]=[CH:6][CH:5]=[CH:4][CH:3]=1.[F:23][C:24]1[CH:36]=[CH:35][C:27]([O:28][CH:29]2[CH2:34][CH2:33][NH:32][CH2:31][CH2:30]2)=[CH:26][CH:25]=1.C(N(CC)CC)C, predict the reaction product. The product is: [CH2:1]([O:8][C:9](=[O:22])[CH2:10][C@@H:11]([NH:14][C:15]([O:17][C:18]([CH3:21])([CH3:20])[CH3:19])=[O:16])[CH2:12][N:32]1[CH2:31][CH2:30][CH:29]([O:28][C:27]2[CH:35]=[CH:36][C:24]([F:23])=[CH:25][CH:26]=2)[CH2:34][CH2:33]1)[C:2]1[CH:7]=[CH:6][CH:5]=[CH:4][CH:3]=1. (8) Given the reactants [I:1][C:2]1[C:7]([C:8]([F:11])([F:10])[F:9])=[CH:6][CH:5]=[CH:4][C:3]=1[C:12]1[NH:16][N:15]=[N:14][N:13]=1.Br.Br[CH2:19][C:20]1[CH:21]=[N:22][CH:23]=[CH:24][CH:25]=1.Br.BrCC1C=CN=CC=1, predict the reaction product. The product is: [I:1][C:2]1[C:7]([C:8]([F:9])([F:11])[F:10])=[CH:6][CH:5]=[CH:4][C:3]=1[C:12]1[N:16]([CH2:19][C:20]2[CH:21]=[N:22][CH:23]=[CH:24][CH:25]=2)[N:15]=[N:14][N:13]=1. (9) Given the reactants [CH2:1]([O:3][C:4]([C:6]1[N:7]=[CH:8][C:9]2[N:10]([CH3:20])[C:11]3[C:16]([C:17]=2[C:18]=1[OH:19])=[CH:15][CH:14]=[CH:13][CH:12]=3)=[O:5])[CH3:2].C1C(=O)N([Br:28])C(=O)C1, predict the reaction product. The product is: [CH2:1]([O:3][C:4]([C:6]1[N:7]=[C:8]([Br:28])[C:9]2[N:10]([CH3:20])[C:11]3[C:16]([C:17]=2[C:18]=1[OH:19])=[CH:15][CH:14]=[CH:13][CH:12]=3)=[O:5])[CH3:2]. (10) Given the reactants [N:1]1([S:10]([C:13]2[CH:22]=[CH:21][C:20]([O:23][CH3:24])=[C:19]3[C:14]=2[CH2:15][CH2:16][C@H:17]([NH:25]C(=O)C(F)(F)F)[CH2:18]3)(=[O:12])=[O:11])[C:5]2[CH:6]=[CH:7][CH:8]=[CH:9][C:4]=2[N:3]=[CH:2]1, predict the reaction product. The product is: [N:1]1([S:10]([C:13]2[CH:22]=[CH:21][C:20]([O:23][CH3:24])=[C:19]3[C:14]=2[CH2:15][CH2:16][C@H:17]([NH2:25])[CH2:18]3)(=[O:12])=[O:11])[C:5]2[CH:6]=[CH:7][CH:8]=[CH:9][C:4]=2[N:3]=[CH:2]1.